Dataset: Forward reaction prediction with 1.9M reactions from USPTO patents (1976-2016). Task: Predict the product of the given reaction. (1) Given the reactants [C:1]1([C@H:7]2[C@@H:11]([C:12]3[CH:17]=[CH:16][CH:15]=[CH:14][CH:13]=3)[NH:10][C:9](=[S:18])[NH:8]2)[CH:6]=[CH:5][CH:4]=[CH:3][CH:2]=1.[Cl:19][C:20]1[CH:27]=[CH:26][CH:25]=[C:24]([F:28])[C:21]=1[CH2:22]Cl, predict the reaction product. The product is: [ClH:19].[Cl:19][C:20]1[CH:27]=[CH:26][CH:25]=[C:24]([F:28])[C:21]=1[CH2:22][S:18][C:9]1[NH:8][C@H:7]([C:1]2[CH:2]=[CH:3][CH:4]=[CH:5][CH:6]=2)[C@H:11]([C:12]2[CH:13]=[CH:14][CH:15]=[CH:16][CH:17]=2)[N:10]=1. (2) Given the reactants Br[C:2]1[N:7]=[CH:6][N:5]2[CH:8]=[N:9][N:10]=[C:4]2[C:3]=1[C:11]1[CH:16]=[CH:15][CH:14]=[CH:13][CH:12]=1.[CH:17]([C:19]1[CH:24]=[CH:23][C:22](B(O)O)=[CH:21][CH:20]=1)=[O:18].C([O-])([O-])=O.[Cs+].[Cs+], predict the reaction product. The product is: [C:11]1([C:3]2[C:4]3[N:5]([CH:8]=[N:9][N:10]=3)[CH:6]=[N:7][C:2]=2[C:22]2[CH:23]=[CH:24][C:19]([CH:17]=[O:18])=[CH:20][CH:21]=2)[CH:16]=[CH:15][CH:14]=[CH:13][CH:12]=1. (3) Given the reactants Cl[C:2]1[N:7]=[C:6]([C:8]#[N:9])[CH:5]=[CH:4][CH:3]=1.[F:10][C:11]1[CH:12]=[C:13]([CH:22]=[C:23]([C:25]([F:28])([F:27])[F:26])[CH:24]=1)[CH2:14][N:15]1[CH2:20][CH2:19][CH:18]([NH2:21])[CH2:17][CH2:16]1.C(N(C(C)C)CC)(C)C, predict the reaction product. The product is: [F:10][C:11]1[CH:12]=[C:13]([CH:22]=[C:23]([C:25]([F:28])([F:26])[F:27])[CH:24]=1)[CH2:14][N:15]1[CH2:20][CH2:19][CH:18]([NH:21][C:2]2[N:7]=[C:6]([C:8]#[N:9])[CH:5]=[CH:4][CH:3]=2)[CH2:17][CH2:16]1. (4) The product is: [NH:25]1[C:33]2[C:28](=[CH:29][C:30]([N:34]3[C:2]4[N:3]=[C:4]([N:19]5[CH2:24][CH2:23][O:22][CH2:21][CH2:20]5)[N:5]=[C:6]([C:11]5[CH:16]=[CH:15][CH:14]=[C:13]([O:17][CH3:18])[CH:12]=5)[C:7]=4[CH2:8][CH2:9]3)=[CH:31][CH:32]=2)[CH:27]=[N:26]1. Given the reactants Cl[C:2]1[C:7]([CH2:8][CH2:9]Cl)=[C:6]([C:11]2[CH:16]=[CH:15][CH:14]=[C:13]([O:17][CH3:18])[CH:12]=2)[N:5]=[C:4]([N:19]2[CH2:24][CH2:23][O:22][CH2:21][CH2:20]2)[N:3]=1.[NH:25]1[C:33]2[C:28](=[CH:29][C:30]([NH2:34])=[CH:31][CH:32]=2)[CH:27]=[N:26]1, predict the reaction product. (5) Given the reactants [I:1]N1C(C)(C)C(=O)N(I)C1=O.[CH3:12][C:13]([NH:19][C:20]([C:22]1[CH:34]=[CH:33][CH:32]=[CH:31][C:23]=1[C:24]([O:26][CH2:27][CH2:28][CH2:29][CH3:30])=[O:25])=[O:21])([CH3:18])[CH2:14][S:15]([CH3:17])=[O:16], predict the reaction product. The product is: [CH3:12][C:13]([NH:19][C:20]([C:22]1[C:34]([I:1])=[CH:33][CH:32]=[CH:31][C:23]=1[C:24]([O:26][CH2:27][CH2:28][CH2:29][CH3:30])=[O:25])=[O:21])([CH3:18])[CH2:14][S:15]([CH3:17])=[O:16]. (6) Given the reactants [F:1][C:2]([F:19])([F:18])[S:3]([NH:6][C:7]1[CH:12]=[C:11]([N+:13]([O-])=O)[CH:10]=[C:9]([O:16][CH3:17])[CH:8]=1)(=[O:5])=[O:4].[H][H].[CH3:22][O:23][C:24]1[N:29]=[C:28]([O:30][CH3:31])[C:27]([C:32]2[CH:41]=[C:40]3[C:35]([C:36](Cl)=[C:37]([C:42]([NH2:44])=[O:43])[CH:38]=[N:39]3)=[CH:34][CH:33]=2)=[CH:26][N:25]=1, predict the reaction product. The product is: [CH3:22][O:23][C:24]1[N:29]=[C:28]([O:30][CH3:31])[C:27]([C:32]2[CH:41]=[C:40]3[C:35]([C:36]([NH:13][C:11]4[CH:12]=[C:7]([NH:6][S:3]([C:2]([F:19])([F:18])[F:1])(=[O:5])=[O:4])[CH:8]=[C:9]([O:16][CH3:17])[CH:10]=4)=[C:37]([C:42]([NH2:44])=[O:43])[CH:38]=[N:39]3)=[CH:34][CH:33]=2)=[CH:26][N:25]=1. (7) The product is: [Cl:20][C:21]1[N:26]=[C:25]([C:17]2[S:18][C:14]([N:13]([C:10]3[CH:9]=[CH:8][C:7]([F:6])=[CH:12][CH:11]=3)[CH3:19])=[CH:15][N:16]=2)[C:24]([F:27])=[CH:23][N:22]=1. Given the reactants [Li]CCCC.[F:6][C:7]1[CH:12]=[CH:11][C:10]([N:13]([CH3:19])[C:14]2[S:18][CH:17]=[N:16][CH:15]=2)=[CH:9][CH:8]=1.[Cl:20][C:21]1[N:26]=[CH:25][C:24]([F:27])=[CH:23][N:22]=1.CC(O)=O.ClC1C(=O)C(C#N)=C(C#N)C(=O)C=1Cl, predict the reaction product.